From a dataset of Peptide-MHC class I binding affinity with 185,985 pairs from IEDB/IMGT. Regression. Given a peptide amino acid sequence and an MHC pseudo amino acid sequence, predict their binding affinity value. This is MHC class I binding data. (1) The peptide sequence is CRTAFKPVL. The MHC is HLA-A01:01 with pseudo-sequence HLA-A01:01. The binding affinity (normalized) is 0.0847. (2) The peptide sequence is FTILEYLYIM. The MHC is HLA-A02:01 with pseudo-sequence HLA-A02:01. The binding affinity (normalized) is 0.579. (3) The peptide sequence is FHNEFTQRL. The MHC is HLA-B39:01 with pseudo-sequence HLA-B39:01. The binding affinity (normalized) is 0.640. (4) The peptide sequence is LSQRTRDIYI. The MHC is H-2-Db with pseudo-sequence H-2-Db. The binding affinity (normalized) is 0.0738. (5) The peptide sequence is ISYTYNDNW. The MHC is HLA-A03:01 with pseudo-sequence HLA-A03:01. The binding affinity (normalized) is 0.0847. (6) The peptide sequence is KPPRGVLLY. The MHC is HLA-B27:03 with pseudo-sequence HLA-B27:03. The binding affinity (normalized) is 0.0847. (7) The peptide sequence is VGYVDDTQF. The MHC is HLA-B27:05 with pseudo-sequence HLA-B27:05. The binding affinity (normalized) is 0.0847. (8) The MHC is HLA-C06:02 with pseudo-sequence HLA-C06:02. The peptide sequence is RYSHWTKL. The binding affinity (normalized) is 0.0847. (9) The peptide sequence is SYVFNFHKY. The MHC is HLA-A31:01 with pseudo-sequence HLA-A31:01. The binding affinity (normalized) is 0.0847.